This data is from Reaction yield outcomes from USPTO patents with 853,638 reactions. The task is: Predict the reaction yield, written as a fraction of the theoretical maximum amount of product (1.0 means a 100% yield; for example, 0.34 means a 34% yield). (1) The reactants are Cl[CH2:2][C:3]1[O:4][C:5]([C:8]2[CH:13]=[C:12]([Cl:14])[CH:11]=[C:10]([Cl:15])[CH:9]=2)=[N:6][N:7]=1.[Cl:16][C:17]1[CH:22]=[CH:21][CH:20]=[CH:19][C:18]=1[N:23]1[C:27]([C:28]2[CH:33]=[CH:32][N:31]=[CH:30][CH:29]=2)=[N:26][N:25]=[C:24]1[SH:34].C([O-])([O-])=O.[K+].[K+]. The catalyst is C(#N)C. The product is [Cl:15][C:10]1[CH:9]=[C:8]([C:5]2[O:4][C:3]([CH2:2][S:34][C:24]3[N:23]([C:18]4[CH:19]=[CH:20][CH:21]=[CH:22][C:17]=4[Cl:16])[C:27]([C:28]4[CH:29]=[CH:30][N:31]=[CH:32][CH:33]=4)=[N:26][N:25]=3)=[N:7][N:6]=2)[CH:13]=[C:12]([Cl:14])[CH:11]=1. The yield is 0.800. (2) The reactants are CS(O[CH:6]1[CH2:9][N:8]([CH:10]([C:17]2[CH:22]=[CH:21][CH:20]=[CH:19][CH:18]=2)[C:11]2[CH:16]=[CH:15][CH:14]=[CH:13][CH:12]=2)[CH2:7]1)(=O)=O.[N:23]1([C:29]([O:31][C:32]([CH3:35])([CH3:34])[CH3:33])=[O:30])[CH2:28][CH2:27][NH:26][CH2:25][CH2:24]1.C([O-])([O-])=O.[K+].[K+]. The catalyst is CC#N.C(OCC)(=O)C. The product is [CH:10]([N:8]1[CH2:9][CH:6]([N:26]2[CH2:25][CH2:24][N:23]([C:29]([O:31][C:32]([CH3:35])([CH3:34])[CH3:33])=[O:30])[CH2:28][CH2:27]2)[CH2:7]1)([C:17]1[CH:22]=[CH:21][CH:20]=[CH:19][CH:18]=1)[C:11]1[CH:16]=[CH:15][CH:14]=[CH:13][CH:12]=1. The yield is 0.800. (3) The reactants are Br[CH2:2][C:3]1[C:12]2[C:7](=[CH:8][CH:9]=[CH:10][CH:11]=2)[C:6]([CH:13]=[O:14])=[CH:5][CH:4]=1.[C:15]1(=[O:25])[NH:19][C:18](=[O:20])[C:17]2=[CH:21][CH:22]=[CH:23][CH:24]=[C:16]12.[K]. The catalyst is CN(C=O)C.O. The product is [O:20]=[C:18]1[C:17]2[C:16](=[CH:24][CH:23]=[CH:22][CH:21]=2)[C:15](=[O:25])[N:19]1[CH2:2][C:3]1[C:12]2[C:7](=[CH:8][CH:9]=[CH:10][CH:11]=2)[C:6]([CH:13]=[O:14])=[CH:5][CH:4]=1. The yield is 0.980.